This data is from Forward reaction prediction with 1.9M reactions from USPTO patents (1976-2016). The task is: Predict the product of the given reaction. (1) Given the reactants Cl.[CH:2]1([NH:8][C:9]2[C:14]([CH3:15])=[C:13]([CH3:16])[N:12]=[C:11]([NH:17][CH2:18][C:19]3[CH:24]=[CH:23][CH:22]=[CH:21][N:20]=3)[N:10]=2)[CH2:7][CH2:6][CH2:5][CH2:4][CH2:3]1.[CH3:25]C1C=CC(CN)=NC=1, predict the reaction product. The product is: [CH:2]1([NH:8][C:9]2[C:14]([CH3:15])=[C:13]([CH3:16])[N:12]=[C:11]([NH:17][CH2:18][C:19]3[CH:24]=[CH:23][C:22]([CH3:25])=[CH:21][N:20]=3)[N:10]=2)[CH2:3][CH2:4][CH2:5][CH2:6][CH2:7]1. (2) Given the reactants [Cl:1][C:2]1[CH:7]=[CH:6][CH:5]=[CH:4][C:3]=1[N:8]=[C:9]=[S:10].[C:11]([NH:19][NH2:20])(=O)[C:12]1[CH:17]=[CH:16][N:15]=[CH:14][CH:13]=1, predict the reaction product. The product is: [Cl:1][C:2]1[CH:7]=[CH:6][CH:5]=[CH:4][C:3]=1[N:8]1[C:11]([C:12]2[CH:17]=[CH:16][N:15]=[CH:14][CH:13]=2)=[N:19][N:20]=[C:9]1[SH:10]. (3) Given the reactants [C:1]([O:5][C:6](=[O:20])[NH:7][C:8]1[CH:13]=[C:12]([Cl:14])[C:11]([C:15]([F:18])([F:17])[F:16])=[CH:10][C:9]=1[NH2:19])([CH3:4])([CH3:3])[CH3:2].C([O:25][C:26](=O)[CH2:27][C:28]([C:30]1[CH:35]=[CH:34][CH:33]=[C:32]([N:36]2[CH:40]=[CH:39][N:38]=[CH:37]2)[CH:31]=1)=[O:29])(C)(C)C, predict the reaction product. The product is: [C:1]([O:5][C:6](=[O:20])[NH:7][C:8]1[CH:13]=[C:12]([Cl:14])[C:11]([C:15]([F:17])([F:18])[F:16])=[CH:10][C:9]=1[NH:19][C:26](=[O:25])[CH2:27][C:28]([C:30]1[CH:35]=[CH:34][CH:33]=[C:32]([N:36]2[CH:40]=[CH:39][N:38]=[CH:37]2)[CH:31]=1)=[O:29])([CH3:4])([CH3:2])[CH3:3]. (4) Given the reactants [I:1][C:2]1[CH:7]=[CH:6][C:5]([NH:8][C:9]2[N:14]=[CH:13][CH:12]=[CH:11][N:10]=2)=[CH:4][CH:3]=1.[H-].[Na+].[CH2:17](I)[CH3:18], predict the reaction product. The product is: [I:1][C:2]1[CH:3]=[CH:4][C:5]([N:8]([CH2:17][CH3:18])[C:9]2[N:10]=[CH:11][CH:12]=[CH:13][N:14]=2)=[CH:6][CH:7]=1. (5) The product is: [C:9]([NH:8][CH2:7][CH:6]([O:12][Si:22]([C:18]([CH3:21])([CH3:20])[CH3:19])([CH3:24])[CH3:23])[CH2:5][NH:4][C:1](=[O:3])[CH3:2])(=[O:11])[CH3:10]. Given the reactants [C:1]([NH:4][CH2:5][CH:6]([OH:12])[CH2:7][NH:8][C:9](=[O:11])[CH3:10])(=[O:3])[CH3:2].N1C=CN=C1.[C:18]([Si:22](Cl)([CH3:24])[CH3:23])([CH3:21])([CH3:20])[CH3:19].O.CCOCC, predict the reaction product.